This data is from Forward reaction prediction with 1.9M reactions from USPTO patents (1976-2016). The task is: Predict the product of the given reaction. (1) Given the reactants [C:1]([C:3]1[CH:4]=[C:5]([NH:18][C:19]2[C:28]3[C:23](=[CH:24][C:25]([O:36][CH3:37])=[C:26]([O:29][CH:30]4[CH2:35][CH2:34][NH:33][CH2:32][CH2:31]4)[CH:27]=3)[N:22]=[CH:21][N:20]=2)[CH:6]=[CH:7][C:8]=1[O:9][CH2:10][C:11]1[CH:16]=[CH:15][CH:14]=[C:13]([F:17])[CH:12]=1)#[CH:2].[CH3:38][S:39](Cl)(=[O:41])=[O:40].C(N(CC)CC)C, predict the reaction product. The product is: [C:1]([C:3]1[CH:4]=[C:5]([NH:18][C:19]2[C:28]3[C:23](=[CH:24][C:25]([O:36][CH3:37])=[C:26]([O:29][CH:30]4[CH2:35][CH2:34][N:33]([S:39]([CH3:38])(=[O:41])=[O:40])[CH2:32][CH2:31]4)[CH:27]=3)[N:22]=[CH:21][N:20]=2)[CH:6]=[CH:7][C:8]=1[O:9][CH2:10][C:11]1[CH:16]=[CH:15][CH:14]=[C:13]([F:17])[CH:12]=1)#[CH:2]. (2) Given the reactants [Br:1][C:2]1[CH:13]=[CH:12][C:11]([F:14])=[CH:10][C:3]=1[C:4](N(OC)C)=[O:5].[CH3:15][Mg]I, predict the reaction product. The product is: [Br:1][C:2]1[CH:13]=[CH:12][C:11]([F:14])=[CH:10][C:3]=1[C:4](=[O:5])[CH3:15]. (3) Given the reactants [CH3:1][O:2][CH2:3][CH2:4][CH2:5][O:6][C:7]1[CH:8]=[C:9]([CH:28]=[CH:29][C:30]=1[O:31][CH3:32])[CH2:10][C@H:11]([CH:25]([CH3:27])[CH3:26])[CH2:12][CH:13]([NH:17][C:18](=[O:24])[O:19]C(C)(C)C)[CH:14]1[CH2:16]O1.[C:33]1([CH2:39][S:40]([NH2:43])(=[O:42])=[O:41])[CH:38]=[CH:37][CH:36]=[CH:35][CH:34]=1.CC(O)(C)C.Cl, predict the reaction product. The product is: [CH3:1][O:2][CH2:3][CH2:4][CH2:5][O:6][C:7]1[CH:8]=[C:9]([CH:28]=[CH:29][C:30]=1[O:31][CH3:32])[CH2:10][C@H:11]([CH:25]([CH3:27])[CH3:26])[CH2:12][C@H:13]1[C@H:14]([CH2:16][NH:43][S:40]([CH2:39][C:33]2[CH:34]=[CH:35][CH:36]=[CH:37][CH:38]=2)(=[O:41])=[O:42])[O:19][C:18](=[O:24])[NH:17]1. (4) Given the reactants F[C:2]1[N:9]=[CH:8][CH:7]=[CH:6][C:3]=1[C:4]#[N:5].[Cl:10][C:11]1[N:16]=[CH:15][C:14]([OH:17])=[CH:13][C:12]=1[F:18], predict the reaction product. The product is: [Cl:10][C:11]1[N:16]=[CH:15][C:14]([O:17][C:2]2[N:9]=[CH:8][CH:7]=[CH:6][C:3]=2[C:4]#[N:5])=[CH:13][C:12]=1[F:18].